Dataset: Forward reaction prediction with 1.9M reactions from USPTO patents (1976-2016). Task: Predict the product of the given reaction. (1) Given the reactants [C:1]([CH:5]1[CH2:14][CH2:13][C:12]2[N:11]=[C:10]([SH:15])[C:9]([C:16]#[N:17])=[CH:8][C:7]=2[CH2:6]1)([CH3:4])([CH3:3])[CH3:2].Br[CH2:19][C:20]([NH2:22])=[O:21].[OH-].[K+].O, predict the reaction product. The product is: [NH2:17][C:16]1[C:9]2[C:10](=[N:11][C:12]3[CH2:13][CH2:14][CH:5]([C:1]([CH3:4])([CH3:2])[CH3:3])[CH2:6][C:7]=3[CH:8]=2)[S:15][C:19]=1[C:20]([NH2:22])=[O:21]. (2) Given the reactants [CH2:1]([O:8][C:9]1[CH:14]=[CH:13][C:12]([C:15]2[CH:20]=[CH:19][N:18]=[CH:17][CH:16]=2)=[CH:11][C:10]=1[NH:21][C:22](=[O:39])[C@@H:23]([NH:31]C(=O)OC(C)(C)C)[CH2:24][C:25]1[CH:30]=[CH:29][CH:28]=[CH:27][CH:26]=1)[C:2]1[CH:7]=[CH:6][CH:5]=[CH:4][CH:3]=1.Cl.O1CCOCC1, predict the reaction product. The product is: [NH2:31][C@@H:23]([CH2:24][C:25]1[CH:30]=[CH:29][CH:28]=[CH:27][CH:26]=1)[C:22]([NH:21][C:10]1[CH:11]=[C:12]([C:15]2[CH:16]=[CH:17][N:18]=[CH:19][CH:20]=2)[CH:13]=[CH:14][C:9]=1[O:8][CH2:1][C:2]1[CH:7]=[CH:6][CH:5]=[CH:4][CH:3]=1)=[O:39]. (3) Given the reactants Cl.[C:2]([C:4]1([NH:7][C:8]([C@@H:10]2[CH2:14][C@@H:13]([S:15]([C:18]3[CH:23]=[CH:22][CH:21]=[CH:20][C:19]=3[C:24]([F:27])([F:26])[F:25])(=[O:17])=[O:16])[CH2:12][NH:11]2)=[O:9])[CH2:6][CH2:5]1)#[N:3].[N:28]1[CH:33]=[CH:32][C:31]([CH:34]=O)=[CH:30][CH:29]=1, predict the reaction product. The product is: [C:2]([C:4]1([NH:7][C:8]([C@@H:10]2[CH2:14][C@@H:13]([S:15]([C:18]3[CH:23]=[CH:22][CH:21]=[CH:20][C:19]=3[C:24]([F:27])([F:25])[F:26])(=[O:17])=[O:16])[CH2:12][N:11]2[CH2:34][C:31]2[CH:32]=[CH:33][N:28]=[CH:29][CH:30]=2)=[O:9])[CH2:5][CH2:6]1)#[N:3]. (4) The product is: [F:4][C:5]1[CH:12]=[CH:11][CH:10]=[CH:9][C:6]=1[CH:7]=[N:2][OH:3]. Given the reactants Cl.[NH2:2][OH:3].[F:4][C:5]1[CH:12]=[CH:11][CH:10]=[CH:9][C:6]=1[CH:7]=O.[OH-].[Na+].Cl, predict the reaction product.